This data is from Full USPTO retrosynthesis dataset with 1.9M reactions from patents (1976-2016). The task is: Predict the reactants needed to synthesize the given product. (1) The reactants are: [Br:1][C:2]1[CH:14]=[N:13][C:12]2[C:11]3[CH:10]=[CH:9][C:8]([C:15]([O:17][CH3:18])=[O:16])=[CH:7][C:6]=3[NH:5][C:4]=2[CH:3]=1.CS(O[C@@H:24]([C:31]1[CH:36]=[CH:35][CH:34]=[CH:33][CH:32]=1)[CH:25]1[CH2:30][CH2:29][O:28][CH2:27][CH2:26]1)(=O)=O.C(=O)([O-])[O-].[Cs+].[Cs+]. Given the product [Br:1][C:2]1[CH:14]=[N:13][C:12]2[C:11]3[CH:10]=[CH:9][C:8]([C:15]([O:17][CH3:18])=[O:16])=[CH:7][C:6]=3[N:5]([C@H:24]([C:31]3[CH:36]=[CH:35][CH:34]=[CH:33][CH:32]=3)[CH:25]3[CH2:26][CH2:27][O:28][CH2:29][CH2:30]3)[C:4]=2[CH:3]=1, predict the reactants needed to synthesize it. (2) Given the product [F:22][C:23]1[CH:24]=[C:25]([C:2]2[CH:3]=[CH:4][C:5]3[N:11]4[CH2:12][CH2:13][CH:8]([CH2:9][CH2:10]4)[N:7]([C:14]([O:16][C:17]([CH3:20])([CH3:19])[CH3:18])=[O:15])[C:6]=3[N:21]=2)[CH:26]=[N:27][CH:28]=1, predict the reactants needed to synthesize it. The reactants are: Cl[C:2]1[CH:3]=[CH:4][C:5]2[N:11]3[CH2:12][CH2:13][CH:8]([CH2:9][CH2:10]3)[N:7]([C:14]([O:16][C:17]([CH3:20])([CH3:19])[CH3:18])=[O:15])[C:6]=2[N:21]=1.[F:22][C:23]1[CH:24]=[C:25](B(O)O)[CH:26]=[N:27][CH:28]=1.C([O-])([O-])=O.[Cs+].[Cs+]. (3) Given the product [C:19]([C:9]1[C@@H:10]([C:11]2[CH:16]=[CH:15][C:14]([C:17]#[N:18])=[CH:13][CH:12]=2)[N:5]2[N:4]=[C:3]([NH:2][C:38]([CH:35]3[CH2:36][CH2:37][O:33][CH2:34]3)=[O:39])[N:32]=[C:6]2[N:7]([C:22]2[CH:27]=[CH:26][CH:25]=[C:24]([C:28]([F:29])([F:31])[F:30])[CH:23]=2)[C:8]=1[CH3:21])#[N:20], predict the reactants needed to synthesize it. The reactants are: Cl.[NH2:2][C:3]1[N:32]=[C:6]2[N:7]([C:22]3[CH:27]=[CH:26][CH:25]=[C:24]([C:28]([F:31])([F:30])[F:29])[CH:23]=3)[C:8]([CH3:21])=[C:9]([C:19]#[N:20])[C@@H:10]([C:11]3[CH:16]=[CH:15][C:14]([C:17]#[N:18])=[CH:13][CH:12]=3)[N:5]2[N:4]=1.[O:33]1[CH2:37][CH2:36][CH:35]([C:38](Cl)=[O:39])[CH2:34]1. (4) Given the product [F:11][C:12]1[CH:17]=[CH:16][C:15]([S:18]([C:2]2[C:3]([CH:8]=[O:9])=[N:4][CH:5]=[CH:6][CH:7]=2)(=[O:20])=[O:19])=[CH:14][CH:13]=1, predict the reactants needed to synthesize it. The reactants are: F[C:2]1[C:3]([CH:8]=[O:9])=[N:4][CH:5]=[CH:6][CH:7]=1.[Na+].[F:11][C:12]1[CH:17]=[CH:16][C:15]([S:18]([O-:20])=[O:19])=[CH:14][CH:13]=1.CS(C)=O. (5) The reactants are: [F:1][C:2]1[C:3]([C:9]2[CH:13]=[C:12]([OH:14])[N:11]([CH3:15])[N:10]=2)=[N:4][CH:5]=[C:6]([Cl:8])[CH:7]=1.C(=O)([O-])[O-].[K+].[K+].CN(C)C=O.Cl[CH:28]([F:30])[F:29]. Given the product [F:1][C:2]1[C:3]([C:9]2[CH:13]=[C:12]([O:14][CH:28]([F:30])[F:29])[N:11]([CH3:15])[N:10]=2)=[N:4][CH:5]=[C:6]([Cl:8])[CH:7]=1, predict the reactants needed to synthesize it. (6) Given the product [C:31]([O:30][C:28](=[O:29])[NH:27][CH:24]1[CH2:25][CH2:26][N:21]([CH2:20][CH2:19][N:4]2[C:5]3[CH:10]=[CH:9][CH:8]=[CH:7][C:6]=3[O:1][CH2:2][C:3]2=[O:11])[CH2:22][CH2:23]1)([CH3:34])([CH3:33])[CH3:32], predict the reactants needed to synthesize it. The reactants are: [O:1]1[C:6]2[CH:7]=[CH:8][CH:9]=[CH:10][C:5]=2[NH:4][C:3](=[O:11])[CH2:2]1.[H-].[Na+].CS(O[CH2:19][CH2:20][N:21]1[CH2:26][CH2:25][CH:24]([NH:27][C:28]([O:30][C:31]([CH3:34])([CH3:33])[CH3:32])=[O:29])[CH2:23][CH2:22]1)(=O)=O.C(OC(=O)NC1CCN(CCN2C3C(=CC=C(OC)C=3)C=CC2=O)CC1)(C)(C)C.